From a dataset of Forward reaction prediction with 1.9M reactions from USPTO patents (1976-2016). Predict the product of the given reaction. (1) Given the reactants [C:1]([NH:4][CH2:5][C:6]1[S:7][CH:8]=[C:9](/[CH:11]=[CH:12]/[C:13]2[S:17][C:16]([CH2:18][C:19]([O:21][CH3:22])=[O:20])=[CH:15][CH:14]=2)[N:10]=1)(=[O:3])[CH3:2].C(NCC1SC=C(/C=C\C2SC(CC(OC)=O)=CC=2)N=1)(=O)C.CO, predict the reaction product. The product is: [C:1]([NH:4][CH2:5][C:6]1[S:7][CH:8]=[C:9]([CH2:11][CH2:12][C:13]2[S:17][C:16]([CH2:18][C:19]([O:21][CH3:22])=[O:20])=[CH:15][CH:14]=2)[N:10]=1)(=[O:3])[CH3:2]. (2) Given the reactants [OH:1][C:2]1[CH:3]=[C:4]2[C:9](=[CH:10][CH:11]=1)[C:8](=[O:12])[N:7]([C:13]1[CH:18]=[CH:17][C:16]([OH:19])=[CH:15][CH:14]=1)[CH:6]=[C:5]2[C:20]1[CH:25]=[CH:24][C:23]([O:26]C)=[CH:22][CH:21]=1.B(Br)(Br)Br, predict the reaction product. The product is: [OH:1][C:2]1[CH:3]=[C:4]2[C:9](=[CH:10][CH:11]=1)[C:8](=[O:12])[N:7]([C:13]1[CH:14]=[CH:15][C:16]([OH:19])=[CH:17][CH:18]=1)[CH:6]=[C:5]2[C:20]1[CH:25]=[CH:24][C:23]([OH:26])=[CH:22][CH:21]=1.